This data is from NCI-60 drug combinations with 297,098 pairs across 59 cell lines. The task is: Regression. Given two drug SMILES strings and cell line genomic features, predict the synergy score measuring deviation from expected non-interaction effect. (1) Drug 1: CS(=O)(=O)C1=CC(=C(C=C1)C(=O)NC2=CC(=C(C=C2)Cl)C3=CC=CC=N3)Cl. Drug 2: C1C(C(OC1N2C=C(C(=O)NC2=O)F)CO)O. Cell line: SN12C. Synergy scores: CSS=25.7, Synergy_ZIP=-2.66, Synergy_Bliss=-5.08, Synergy_Loewe=-31.0, Synergy_HSA=-5.64. (2) Drug 1: CCC1=CC2CC(C3=C(CN(C2)C1)C4=CC=CC=C4N3)(C5=C(C=C6C(=C5)C78CCN9C7C(C=CC9)(C(C(C8N6C)(C(=O)OC)O)OC(=O)C)CC)OC)C(=O)OC.C(C(C(=O)O)O)(C(=O)O)O. Drug 2: CCC1=C2CN3C(=CC4=C(C3=O)COC(=O)C4(CC)O)C2=NC5=C1C=C(C=C5)O. Cell line: NCI-H226. Synergy scores: CSS=47.5, Synergy_ZIP=-9.26, Synergy_Bliss=-0.831, Synergy_Loewe=-2.57, Synergy_HSA=1.92.